From a dataset of Full USPTO retrosynthesis dataset with 1.9M reactions from patents (1976-2016). Predict the reactants needed to synthesize the given product. The reactants are: [CH3:1][N:2]1[CH2:15][CH2:14][C:5]2[NH:6][C:7]3[CH:8]=[CH:9][C:10]([CH3:13])=[CH:11][C:12]=3[C:4]=2[CH2:3]1.Br[C:17]1[CH:22]=[CH:21][CH:20]=[CH:19][CH:18]=1.[O-]P([O-])([O-])=O.[K+].[K+].[K+].N1CCC[C@H]1C(O)=O. Given the product [CH3:1][N:2]1[CH2:15][CH2:14][C:5]2[N:6]([C:17]3[CH:22]=[CH:21][CH:20]=[CH:19][CH:18]=3)[C:7]3[CH:8]=[CH:9][C:10]([CH3:13])=[CH:11][C:12]=3[C:4]=2[CH2:3]1, predict the reactants needed to synthesize it.